Predict the reactants needed to synthesize the given product. From a dataset of Full USPTO retrosynthesis dataset with 1.9M reactions from patents (1976-2016). (1) Given the product [NH2:11][C:2]1[C:7]([Cl:8])=[CH:6][C:5]([Cl:9])=[CH:4][N:3]=1, predict the reactants needed to synthesize it. The reactants are: Cl[C:2]1[C:7]([Cl:8])=[CH:6][C:5]([Cl:9])=[CH:4][N:3]=1.[OH-].[NH4+:11]. (2) The reactants are: [C:1]([O:5][C:6](=[O:19])[NH:7][CH2:8][CH2:9][CH2:10][CH2:11][C:12]1[CH:17]=[CH:16][C:15]([OH:18])=[CH:14][CH:13]=1)([CH3:4])([CH3:3])[CH3:2].[C:20]([O-])([O-])=O.[Cs+].[Cs+].C[N:27]([CH:29]=O)C. Given the product [C:1]([O:5][C:6](=[O:19])[NH:7][CH2:8][CH2:9][CH2:10][CH2:11][C:12]1[CH:13]=[CH:14][C:15]([O:18][CH2:20][C:29]#[N:27])=[CH:16][CH:17]=1)([CH3:4])([CH3:2])[CH3:3], predict the reactants needed to synthesize it. (3) The reactants are: [S:1]1[C:5]2[CH2:6][CH2:7][CH2:8][CH2:9][C:4]=2[N:3]=[C:2]1[NH2:10].[N:11]1([C:16](N2C=CN=C2)=[S:17])[CH:15]=[CH:14][N:13]=[CH:12]1. Given the product [S:1]1[C:5]2[CH2:6][CH2:7][CH2:8][CH2:9][C:4]=2[N:3]=[C:2]1[NH:10][C:16]([N:11]1[CH:15]=[CH:14][N:13]=[CH:12]1)=[S:17], predict the reactants needed to synthesize it. (4) The reactants are: [CH:1]([C:3]1[O:7][C:6]([C:8]2[CH:16]=[CH:15][C:11]([C:12]([OH:14])=[O:13])=[CH:10][CH:9]=2)=[CH:5][CH:4]=1)=O.[S:17]1[CH2:21][C:20](=[O:22])[NH:19][C:18]1=[O:23].N1CCCCC1. Given the product [O:23]=[C:18]1[NH:19][C:20](=[O:22])[C:21](=[CH:1][C:3]2[O:7][C:6]([C:8]3[CH:9]=[CH:10][C:11]([C:12]([OH:14])=[O:13])=[CH:15][CH:16]=3)=[CH:5][CH:4]=2)[S:17]1, predict the reactants needed to synthesize it. (5) Given the product [C:9]([C:11]1[C:12]([F:38])=[C:13]([N:18]([CH3:1])[C:19]([C:21]2[N:25]([CH3:26])[N:24]=[C:23]([C:27]([F:32])([F:33])[C:28]([F:31])([F:30])[F:29])[C:22]=2[C:34]([F:36])([F:37])[F:35])=[O:20])[CH:14]=[CH:15][C:16]=1[F:17])#[N:10], predict the reactants needed to synthesize it. The reactants are: [C:1](=O)([O-])[O-].[K+].[K+].IC.[C:9]([C:11]1[C:12]([F:38])=[C:13]([NH:18][C:19]([C:21]2[N:25]([CH3:26])[N:24]=[C:23]([C:27]([F:33])([F:32])[C:28]([F:31])([F:30])[F:29])[C:22]=2[C:34]([F:37])([F:36])[F:35])=[O:20])[CH:14]=[CH:15][C:16]=1[F:17])#[N:10].O.